This data is from Catalyst prediction with 721,799 reactions and 888 catalyst types from USPTO. The task is: Predict which catalyst facilitates the given reaction. (1) Reactant: C(OC([N:8]1[CH2:12][CH:11]2[CH2:13][N:14]([C:16]3[CH:21]=[C:20]([Cl:22])[CH:19]=[CH:18][C:17]=3[CH2:23][N:24]3[CH2:29][CH2:28][N:27]([C:30]([O:32][CH:33]([C:38]([F:41])([F:40])[F:39])[C:34]([F:37])([F:36])[F:35])=[O:31])[CH2:26][CH2:25]3)[CH2:15][CH:10]2[CH2:9]1)=O)(C)(C)C.C(O)(C(F)(F)F)=O. Product: [Cl:22][C:20]1[CH:19]=[CH:18][C:17]([CH2:23][N:24]2[CH2:29][CH2:28][N:27]([C:30]([O:32][CH:33]([C:34]([F:37])([F:36])[F:35])[C:38]([F:41])([F:40])[F:39])=[O:31])[CH2:26][CH2:25]2)=[C:16]([N:14]2[CH2:15][CH:10]3[CH:11]([CH2:12][NH:8][CH2:9]3)[CH2:13]2)[CH:21]=1. The catalyst class is: 2. (2) Reactant: [NH2:1][C:2]1[C:7]([OH:8])=[CH:6][C:5]([Br:9])=[CH:4][N:3]=1.Cl.Cl[CH2:12][C:13]1[CH:14]=[N:15][CH:16]=[CH:17][CH:18]=1.C([O-])([O-])=O.[K+].[K+].[Na+].[I-]. Product: [Br:9][C:5]1[CH:6]=[C:7]([O:8][CH2:12][C:13]2[CH:14]=[N:15][CH:16]=[CH:17][CH:18]=2)[C:2]([NH2:1])=[N:3][CH:4]=1. The catalyst class is: 95.